Dataset: Full USPTO retrosynthesis dataset with 1.9M reactions from patents (1976-2016). Task: Predict the reactants needed to synthesize the given product. Given the product [CH3:17][C:18]1[CH:22]=[CH:21][N:20]([C:8]2[CH:13]=[CH:12][CH:11]=[CH:10][C:9]=2[CH2:14][C:15]#[N:16])[N:19]=1, predict the reactants needed to synthesize it. The reactants are: C(=O)([O-])[O-].[Cs+].[Cs+].Br[C:8]1[CH:13]=[CH:12][CH:11]=[CH:10][C:9]=1[CH2:14][C:15]#[N:16].[CH3:17][C:18]1[CH:22]=[CH:21][NH:20][N:19]=1.